Dataset: Catalyst prediction with 721,799 reactions and 888 catalyst types from USPTO. Task: Predict which catalyst facilitates the given reaction. (1) Reactant: [Cl:1][C:2]1[CH:3]=[C:4]2[C:8](=[CH:9][CH:10]=1)[NH:7][CH:6]=[C:5]2[CH2:11][CH2:12][NH:13][C:14](=[O:22])[C:15]1[CH:20]=[CH:19][C:18](I)=[CH:17][CH:16]=1.[Cl:23][C:24]1[CH:25]=[C:26](B(O)O)[CH:27]=[CH:28][CH:29]=1.C(=O)([O-])[O-].[Na+].[Na+]. Product: [Cl:23][C:24]1[CH:29]=[C:28]([C:18]2[CH:19]=[CH:20][C:15]([C:14]([NH:13][CH2:12][CH2:11][C:5]3[C:4]4[C:8](=[CH:9][CH:10]=[C:2]([Cl:1])[CH:3]=4)[NH:7][CH:6]=3)=[O:22])=[CH:16][CH:17]=2)[CH:27]=[CH:26][CH:25]=1. The catalyst class is: 437. (2) Reactant: [N:1]1[N:2]([C:6]2[CH:7]=[C:8]([NH:12][C:13]3[C:18]([C:19]([NH2:21])=[O:20])=[CH:17][N:16]=[C:15](SC)[N:14]=3)[CH:9]=[CH:10][CH:11]=2)[N:3]=[CH:4][CH:5]=1.C1C=C(Cl)C=C(C(OO)=O)C=1.CCN(C(C)C)C(C)C.Cl.[NH2:45][C@@H:46]1[CH2:51][CH2:50][CH2:49][CH2:48][C@H:47]1[OH:52]. Product: [N:1]1[N:2]([C:6]2[CH:7]=[C:8]([NH:12][C:13]3[C:18]([C:19]([NH2:21])=[O:20])=[CH:17][N:16]=[C:15]([NH:45][C@@H:46]4[CH2:51][CH2:50][CH2:49][CH2:48][C@H:47]4[OH:52])[N:14]=3)[CH:9]=[CH:10][CH:11]=2)[N:3]=[CH:4][CH:5]=1. The catalyst class is: 296. (3) Reactant: [NH:1]1[C:5]([C:6]([OH:8])=[O:7])=[CH:4][C:3]([C:9]([OH:11])=O)=[N:2]1.CCN=C=NCCCN(C)C.CN1CCOCC1.C1C=CC2N(O)N=NC=2C=1.[NH2:40][C@H:41]([CH2:50][C:51]1[CH:56]=[CH:55][C:54]([C:57]2[CH:62]=[CH:61][CH:60]=[C:59]([F:63])[CH:58]=2)=[CH:53][CH:52]=1)[CH2:42][C@:43]([CH2:48][OH:49])([CH3:47])[C:44]([OH:46])=[O:45]. Product: [C:44]([C@:43]([CH3:47])([CH2:48][OH:49])[CH2:42][C@H:41]([NH:40][C:9]([C:3]1[NH:2][N:1]=[C:5]([C:6]([OH:8])=[O:7])[CH:4]=1)=[O:11])[CH2:50][C:51]1[CH:56]=[CH:55][C:54]([C:57]2[CH:62]=[CH:61][CH:60]=[C:59]([F:63])[CH:58]=2)=[CH:53][CH:52]=1)([OH:46])=[O:45]. The catalyst class is: 3. (4) Reactant: Br[C:2]1[CH:7]=[CH:6][C:5]([S:8]([NH2:11])(=[O:10])=[O:9])=[C:4]([O:12][C:13]([F:16])([F:15])[F:14])[CH:3]=1.[C:17]([C:19]1[N:23]([CH3:24])[C:22](B(O)O)=[CH:21][CH:20]=1)#[N:18].[F-].[K+].C(P(C(C)(C)C)C(C)(C)C)(C)(C)C. Product: [C:17]([C:19]1[N:23]([CH3:24])[C:22]([C:2]2[CH:7]=[CH:6][C:5]([S:8]([NH2:11])(=[O:10])=[O:9])=[C:4]([O:12][C:13]([F:16])([F:15])[F:14])[CH:3]=2)=[CH:21][CH:20]=1)#[N:18]. The catalyst class is: 110. (5) Reactant: [C:1]1([C@H:7]([NH2:9])[CH3:8])[CH:6]=[CH:5][CH:4]=[CH:3][CH:2]=1.C(N(CC)CC)C.[CH3:17][C:18]1([CH3:24])[CH2:22][CH2:21][CH2:20][C:19]1=O.C(OCC)C. Product: [CH3:17][C:18]1([CH3:24])[CH2:22][CH2:21][CH2:20]/[C:19]/1=[N:9]\[C@@H:7]([C:1]1[CH:6]=[CH:5][CH:4]=[CH:3][CH:2]=1)[CH3:8]. The catalyst class is: 528. (6) Reactant: [CH3:1][C:2]1[C:7](/[CH:8]=[C:9](\[CH2:13][CH2:14][CH2:15][CH3:16])/[C:10]([OH:12])=[O:11])=[C:6]([O:17]C)[C:5]([O:19][CH3:20])=[C:4]([O:21][CH3:22])[C:3]=1[O:23]C. Product: [CH3:22][O:21][C:4]1[C:3](=[O:23])[C:2]([CH3:1])=[C:7](/[CH:8]=[C:9](\[CH2:13][CH2:14][CH2:15][CH3:16])/[C:10]([OH:12])=[O:11])[C:6](=[O:17])[C:5]=1[O:19][CH3:20]. The catalyst class is: 28. (7) Reactant: [CH3:1][CH:2]1[CH2:7][NH:6][CH2:5][CH2:4][NH:3]1.C(N(CC)CC)C.[CH3:15][C:16]([O:19][C:20](O[C:20]([O:19][C:16]([CH3:18])([CH3:17])[CH3:15])=[O:21])=[O:21])([CH3:18])[CH3:17]. Product: [CH3:1][CH:2]1[NH:3][CH2:4][CH2:5][N:6]([C:20]([O:19][C:16]([CH3:18])([CH3:17])[CH3:15])=[O:21])[CH2:7]1. The catalyst class is: 2.